Dataset: Reaction yield outcomes from USPTO patents with 853,638 reactions. Task: Predict the reaction yield, written as a fraction of the theoretical maximum amount of product (1.0 means a 100% yield; for example, 0.34 means a 34% yield). (1) The reactants are FC(F)(F)C(O)=O.C(OC([N:15]1[CH2:20][CH2:19][N:18]([C:21](=[O:31])[C:22]2[CH:27]=[C:26]([O:28][CH3:29])[CH:25]=[CH:24][C:23]=2[Br:30])[CH2:17][CH2:16]1)=O)(C)(C)C.O.[OH-].[Na+]. The catalyst is C(Cl)Cl. The product is [Br:30][C:23]1[CH:24]=[CH:25][C:26]([O:28][CH3:29])=[CH:27][C:22]=1[C:21]([N:18]1[CH2:17][CH2:16][NH:15][CH2:20][CH2:19]1)=[O:31]. The yield is 0.850. (2) The reactants are [OH:1][C:2]1[CH:3]=[C:4]([CH:11]=[CH:12][C:13]=1[F:14])[C:5]([NH:7][CH:8]1[CH2:10][CH2:9]1)=[O:6].Cl.Cl[CH2:17][C:18]1[S:22][C:21]([NH:23][C:24]2[CH:29]=[CH:28][CH:27]=[CH:26][N:25]=2)=[N:20][CH:19]=1.OS([O-])(=O)=O.[K+]. The catalyst is CN(C=O)C. The product is [CH:8]1([NH:7][C:5](=[O:6])[C:4]2[CH:11]=[CH:12][C:13]([F:14])=[C:2]([O:1][CH2:17][C:18]3[S:22][C:21]([NH:23][C:24]4[CH:29]=[CH:28][CH:27]=[CH:26][N:25]=4)=[N:20][CH:19]=3)[CH:3]=2)[CH2:9][CH2:10]1. The yield is 0.330. (3) The product is [CH3:1][O:2][C:3]([C@@H:5]1[C@@H:11]([C:12]2[CH:13]=[CH:14][C:15]([OH:18])=[CH:16][CH:17]=2)[CH2:10][C@H:9]2[N:26]([C:27]([O:29][C:30]([CH3:33])([CH3:32])[CH3:31])=[O:28])[C@@H:6]1[CH2:7][CH2:8]2)=[O:4]. The catalyst is CO.C1COCC1.[OH-].[OH-].[Pd+2]. The yield is 0.970. The reactants are [CH3:1][O:2][C:3]([C@@H:5]1[C@@H:11]([C:12]2[CH:17]=[CH:16][C:15]([O:18]CC3C=CC=CC=3)=[CH:14][CH:13]=2)[CH2:10][C@H:9]2[N:26]([C:27]([O:29][C:30]([CH3:33])([CH3:32])[CH3:31])=[O:28])[C@@H:6]1[CH2:7][CH2:8]2)=[O:4].